This data is from Full USPTO retrosynthesis dataset with 1.9M reactions from patents (1976-2016). The task is: Predict the reactants needed to synthesize the given product. (1) Given the product [CH3:9][C:8]([OH:10])([CH3:11])[CH2:7][N:5]1[CH:6]=[C:2]([B:25]2[O:29][C:28]([CH3:31])([CH3:30])[C:27]([CH3:33])([CH3:32])[O:26]2)[C:3]([CH3:12])=[N:4]1, predict the reactants needed to synthesize it. The reactants are: I[C:2]1[C:3]([CH3:12])=[N:4][N:5]([CH2:7][C:8]([CH3:11])([OH:10])[CH3:9])[CH:6]=1.C1COCC1.C([Mg]Cl)(C)C.CO[B:25]1[O:29][C:28]([CH3:31])([CH3:30])[C:27]([CH3:33])([CH3:32])[O:26]1.[NH4+].[Cl-]. (2) Given the product [N:7]1([CH:17]([CH3:31])[C:18]([NH:20][C:21]2[CH:26]=[CH:25][CH:24]=[C:23]([C:27]([F:28])([F:29])[F:30])[CH:22]=2)=[O:19])[C:11]2[CH:12]=[CH:13][CH:14]=[CH:15][C:10]=2[N:9]=[CH:8]1, predict the reactants needed to synthesize it. The reactants are: CC(C)([O-])C.[K+].[NH:7]1[C:11]2[CH:12]=[CH:13][CH:14]=[CH:15][C:10]=2[N:9]=[CH:8]1.Br[CH:17]([CH3:31])[C:18]([NH:20][C:21]1[CH:26]=[CH:25][CH:24]=[C:23]([C:27]([F:30])([F:29])[F:28])[CH:22]=1)=[O:19]. (3) Given the product [NH2:33][C:29]1[CH:28]=[C:27]([C:25]#[C:26][C:2]2[CH:3]=[N:4][N:5]3[CH:10]=[CH:9][C:8]([C:11]4[CH:16]=[CH:15][C:14]([C:17]([N:19]5[CH2:24][CH2:23][O:22][CH2:21][CH2:20]5)=[O:18])=[CH:13][CH:12]=4)=[N:7][C:6]=23)[CH:32]=[CH:31][N:30]=1, predict the reactants needed to synthesize it. The reactants are: I[C:2]1[CH:3]=[N:4][N:5]2[CH:10]=[CH:9][C:8]([C:11]3[CH:16]=[CH:15][C:14]([C:17]([N:19]4[CH2:24][CH2:23][O:22][CH2:21][CH2:20]4)=[O:18])=[CH:13][CH:12]=3)=[N:7][C:6]=12.[C:25]([C:27]1[CH:32]=[CH:31][N:30]=[C:29]([NH2:33])[CH:28]=1)#[CH:26].CCN(C(C)C)C(C)C. (4) Given the product [OH:8][C:9]1[CH:10]=[CH:11][C:12]([CH2:15][NH:16][C:17](=[O:25])[C:18]2[CH:23]=[CH:22][CH:21]=[N:20][C:19]=2[NH2:24])=[CH:13][CH:14]=1, predict the reactants needed to synthesize it. The reactants are: C([O:8][C:9]1[CH:14]=[CH:13][C:12]([CH2:15][NH:16][C:17](=[O:25])[C:18]2[CH:23]=[CH:22][CH:21]=[N:20][C:19]=2[NH2:24])=[CH:11][CH:10]=1)C1C=CC=CC=1.Cl. (5) Given the product [C:28]([O:27][C:24]1[CH:23]=[CH:22][C:21]([CH2:20][CH2:19][N:6]2[C:7]3[CH:8]=[CH:9][C:10]([CH3:13])=[CH:11][C:12]=3[C:4]3[CH2:3][N:2]([CH3:1])[CH2:15][CH2:14][C:5]2=3)=[CH:26][CH:25]=1)([CH3:30])([CH3:29])[CH3:31], predict the reactants needed to synthesize it. The reactants are: [CH3:1][N:2]1[CH2:15][CH2:14][C:5]2[NH:6][C:7]3[CH:8]=[CH:9][C:10]([CH3:13])=[CH:11][C:12]=3[C:4]=2[CH2:3]1.[OH-].[K+].Br[CH2:19][CH2:20][C:21]1[CH:26]=[CH:25][C:24]([O:27][C:28]([CH3:31])([CH3:30])[CH3:29])=[CH:23][CH:22]=1. (6) The reactants are: [F:1][C:2]1[CH:3]=[CH:4][C:5]([S:22](=[O:40])(=[O:39])[NH:23][C:24]2[CH:25]=[CH:26][C:27]3[C@H:28]4[CH2:38][C@H:29]4[CH2:30][O:31][C:32]=3[C:33]=2[C:34]([O:36][CH3:37])=[O:35])=[C:6]([CH:21]=1)[CH2:7][O:8][C@H:9]1[CH2:13][CH2:12][N:11]([C:14]([O:16][C:17]([CH3:20])([CH3:19])[CH3:18])=[O:15])[CH2:10]1.ClS(C1C=CC(F)=CC=1CO[C@@H]1CCN(C(OC(C)(C)C)=O)C1)(=O)=O.NC1C(C(OC)=O)=C2C([C@H]3C[C@H]3CO2)=CC=1. Given the product [F:1][C:2]1[CH:3]=[CH:4][C:5]([S:22](=[O:39])(=[O:40])[NH:23][C:24]2[CH:25]=[CH:26][C:27]3[C@H:28]4[CH2:38][C@H:29]4[CH2:30][O:31][C:32]=3[C:33]=2[C:34]([O:36][CH3:37])=[O:35])=[C:6]([CH:21]=1)[CH2:7][O:8][C@@H:9]1[CH2:13][CH2:12][N:11]([C:14]([O:16][C:17]([CH3:20])([CH3:19])[CH3:18])=[O:15])[CH2:10]1, predict the reactants needed to synthesize it. (7) Given the product [CH3:17][C:16]([NH:15][CH2:14][CH2:13][C:10]1[C:11]2[CH:12]=[C:3]([O:2][CH3:1])[CH:4]=[CH:5][C:6]=2[CH:7]=[CH:8][CH:9]=1)=[O:18], predict the reactants needed to synthesize it. The reactants are: [CH3:1][O:2][C:3]1[CH:12]=[C:11]2[C:6]([CH:7]=[CH:8][CH:9]=[C:10]2[CH2:13][CH2:14][NH2:15])=[CH:5][CH:4]=1.[C:16](OC(=O)C)(=[O:18])[CH3:17].C(Cl)(=O)C. (8) Given the product [C:43]([OH:50])(=[O:49])[CH2:44][CH2:45][C:46]([OH:48])=[O:47].[Cl:1][C:2]1[CH:3]=[C:4]([NH:16][C:17]2[C:26]3[C:21](=[CH:22][C:23]([O:38][CH2:39][CH3:40])=[C:24]([NH:27][C:28](=[O:37])/[CH:29]=[CH:30]/[C@H:31]4[CH2:35][CH2:34][CH2:33][N:32]4[CH3:36])[CH:25]=3)[N:20]=[CH:19][C:18]=2[C:41]#[N:42])[CH:5]=[CH:6][C:7]=1[O:8][CH2:9][C:10]1[CH:15]=[CH:14][CH:13]=[CH:12][N:11]=1, predict the reactants needed to synthesize it. The reactants are: [Cl:1][C:2]1[CH:3]=[C:4]([NH:16][C:17]2[C:26]3[C:21](=[CH:22][C:23]([O:38][CH2:39][CH3:40])=[C:24]([NH:27][C:28](=[O:37])/[CH:29]=[CH:30]/[C@H:31]4[CH2:35][CH2:34][CH2:33][N:32]4[CH3:36])[CH:25]=3)[N:20]=[CH:19][C:18]=2[C:41]#[N:42])[CH:5]=[CH:6][C:7]=1[O:8][CH2:9][C:10]1[CH:15]=[CH:14][CH:13]=[CH:12][N:11]=1.[C:43]([OH:50])(=[O:49])[CH2:44][CH2:45][C:46]([OH:48])=[O:47]. (9) The reactants are: O[C:2]1[CH:16]=[CH:15][C:5]([C:6]([C:8]2[CH:13]=[CH:12][C:11]([OH:14])=[CH:10][CH:9]=2)=[O:7])=[CH:4][CH:3]=1.Br[CH2:18][CH2:19][CH2:20][CH2:21][CH2:22][CH2:23][CH2:24][CH2:25][CH2:26][CH2:27][CH2:28][CH2:29][CH2:30][CH2:31][CH2:32][CH2:33][CH2:34][CH2:35][CH2:36][CH2:37][CH2:38][CH3:39].[C:40](=[O:43])([O-])[O-].[K+].[K+].Cl. Given the product [CH2:18]([O:14][C:11]1[CH:12]=[CH:13][C:8]([C:6]([C:5]2[CH:15]=[CH:16][C:2]([O:43][CH2:40][CH2:38][CH2:37][CH2:36][CH2:35][CH2:34][CH2:33][CH2:32][CH2:31][CH2:30][CH2:29][CH2:28][CH2:27][CH2:26][CH2:25][CH2:24][CH2:23][CH2:22][CH2:21][CH2:20][CH2:19][CH3:18])=[CH:3][CH:4]=2)=[O:7])=[CH:9][CH:10]=1)[CH2:19][CH2:20][CH2:21][CH2:22][CH2:23][CH2:24][CH2:25][CH2:26][CH2:27][CH2:28][CH2:29][CH2:30][CH2:31][CH2:32][CH2:33][CH2:34][CH2:35][CH2:36][CH2:37][CH2:38][CH3:39], predict the reactants needed to synthesize it.